Dataset: Full USPTO retrosynthesis dataset with 1.9M reactions from patents (1976-2016). Task: Predict the reactants needed to synthesize the given product. (1) Given the product [NH2:9][C:5]1[C:6]([CH3:8])=[CH:7][C:2]([Cl:1])=[N:3][CH:4]=1, predict the reactants needed to synthesize it. The reactants are: [Cl:1][C:2]1[CH:7]=[C:6]([CH3:8])[C:5]([N+:9]([O-])=O)=[CH:4][N:3]=1.CC(O)=O. (2) The reactants are: [CH3:1][Si]([N-][Si](C)(C)C)(C)C.[Li+].C[C:12](P(OC)(O)=O)([C:14]([O-:16])=[O:15])C.[CH2:22]([C:26]1[CH:31]=[CH:30][C:29]([C:32](=O)[CH3:33])=[CH:28][CH:27]=1)[CH:23]([CH3:25])[CH3:24]. Given the product [CH3:1][O:16][C:14](=[O:15])[CH:12]=[C:32]([C:29]1[CH:30]=[CH:31][C:26]([CH2:22][CH:23]([CH3:25])[CH3:24])=[CH:27][CH:28]=1)[CH3:33], predict the reactants needed to synthesize it. (3) Given the product [CH2:54]([O:53][C:40]1[CH:41]=[C:42]([C:43]([O:45][CH2:46][CH3:47])=[O:44])[CH:48]=[C:49]([O:50][CH2:51][CH3:52])[C:39]=1[C:13]1[CH:14]=[CH:15][C:10]([F:9])=[CH:11][CH:12]=1)[CH3:55], predict the reactants needed to synthesize it. The reactants are: P([O-])([O-])([O-])=O.[K+].[K+].[K+].[F:9][C:10]1[CH:15]=[CH:14][C:13](B(O)O)=[CH:12][CH:11]=1.C1(P(C2CCCCC2)C2CCCCC2)CCCCC1.Br[C:39]1[C:49]([O:50][CH2:51][CH3:52])=[CH:48][C:42]([C:43]([O:45][CH2:46][CH3:47])=[O:44])=[CH:41][C:40]=1[O:53][CH2:54][CH3:55].